Dataset: Reaction yield outcomes from USPTO patents with 853,638 reactions. Task: Predict the reaction yield, written as a fraction of the theoretical maximum amount of product (1.0 means a 100% yield; for example, 0.34 means a 34% yield). The reactants are [Cl:1][C:2]1[CH:3]=[C:4]([CH:18]=[CH:19][CH:20]=1)[CH2:5][O:6][C:7]1[CH:16]=[C:15]2[C:10]([CH2:11][CH2:12][C:13](=[O:17])[NH:14]2)=[CH:9][CH:8]=1.[CH3:21][C:22]([O:25][C:26](O[C:26]([O:25][C:22]([CH3:24])([CH3:23])[CH3:21])=[O:27])=[O:27])([CH3:24])[CH3:23].C(N(CC)CC)C. The catalyst is C(Cl)Cl.CN(C)C1C=CN=CC=1. The product is [Cl:1][C:2]1[CH:3]=[C:4]([CH:18]=[CH:19][CH:20]=1)[CH2:5][O:6][C:7]1[CH:16]=[C:15]2[C:10]([CH2:11][CH2:12][C:13](=[O:17])[N:14]2[C:26]([O:25][C:22]([CH3:24])([CH3:23])[CH3:21])=[O:27])=[CH:9][CH:8]=1. The yield is 0.810.